Task: Predict the reaction yield, written as a fraction of the theoretical maximum amount of product (1.0 means a 100% yield; for example, 0.34 means a 34% yield).. Dataset: Reaction yield outcomes from USPTO patents with 853,638 reactions (1) The product is [CH2:1]([N:3]([CH2:37][CH3:38])[CH2:4][CH2:5][CH2:6][NH:7][C:8]1[N:9]=[C:10]([C:27]2[CH:28]=[C:29]([CH:33]=[CH:34][C:35]=2[CH3:36])[C:30]([NH:75][C:74]2[CH:76]=[CH:77][C:71]([F:70])=[CH:72][CH:73]=2)=[O:31])[C:11]2[CH:17]=[CH:16][C:15](=[O:18])[N:14]([C:19]3[C:20]([F:26])=[CH:21][CH:22]=[CH:23][C:24]=3[F:25])[C:12]=2[N:13]=1)[CH3:2]. The reactants are [CH2:1]([N:3]([CH2:37][CH3:38])[CH2:4][CH2:5][CH2:6][NH:7][C:8]1[N:9]=[C:10]([C:27]2[CH:28]=[C:29]([CH:33]=[CH:34][C:35]=2[CH3:36])[C:30](O)=[O:31])[C:11]2[CH:17]=[CH:16][C:15](=[O:18])[N:14]([C:19]3[C:24]([F:25])=[CH:23][CH:22]=[CH:21][C:20]=3[F:26])[C:12]=2[N:13]=1)[CH3:2].CN(C(ON1N=NC2C=CC=CC1=2)=[N+](C)C)C.F[P-](F)(F)(F)(F)F.C(N(CC)CC)C.[F:70][C:71]1[CH:77]=[CH:76][C:74]([NH2:75])=[CH:73][CH:72]=1. The catalyst is CN(C=O)C. The yield is 0.270. (2) The reactants are [F:1][C:2]1[CH:3]=[C:4]([N+:19]([O-:21])=[O:20])[C:5]([O:17]C)=[C:6]([C:8]2[CH:13]=[CH:12][CH:11]=[C:10]([C:14]([OH:16])=[O:15])[CH:9]=2)[CH:7]=1. The catalyst is Br. The product is [N+:19]([C:4]1[C:5]([OH:17])=[C:6]([C:8]2[CH:13]=[CH:12][CH:11]=[C:10]([C:14]([OH:16])=[O:15])[CH:9]=2)[CH:7]=[C:2]([F:1])[CH:3]=1)([O-:21])=[O:20]. The yield is 0.857. (3) The reactants are [Cl:1][C:2]1[CH:18]=[C:17]([Cl:19])[CH:16]=[CH:15][C:3]=1[CH2:4][NH:5][C:6](=[O:14])[C:7]1[CH:12]=[CH:11][N:10]=[C:9]([OH:13])[CH:8]=1.Br[CH2:21][CH:22]1[CH2:24][CH2:23]1.C(=O)([O-])[O-].[K+].[K+]. The yield is 0.0840. The catalyst is C(#N)C. The product is [Cl:1][C:2]1[CH:18]=[C:17]([Cl:19])[CH:16]=[CH:15][C:3]=1[CH2:4][NH:5][C:6]([C:7]1[CH:12]=[CH:11][N:10]([CH2:21][CH:22]2[CH2:24][CH2:23]2)[C:9](=[O:13])[CH:8]=1)=[O:14]. (4) The reactants are [CH2:1]([C:3]1[N:4]=[C:5]([CH2:27][CH2:28][CH3:29])[N:6]([CH2:12][C:13]2[CH:18]=[CH:17][C:16]([C:19]3[C:20]([C:25]#[N:26])=[CH:21][CH:22]=[CH:23][CH:24]=3)=[CH:15][CH:14]=2)[C:7](=[O:11])[C:8]=1[CH:9]=C)[CH3:2].I([O-])(=O)(=O)=[O:31].[Na+].C(#N)C.O. The catalyst is CC(C)=O.[Os](=O)(=O)(=O)=O. The product is [CH2:1]([C:3]1[N:4]=[C:5]([CH2:27][CH2:28][CH3:29])[N:6]([CH2:12][C:13]2[CH:14]=[CH:15][C:16]([C:19]3[C:20]([C:25]#[N:26])=[CH:21][CH:22]=[CH:23][CH:24]=3)=[CH:17][CH:18]=2)[C:7](=[O:11])[C:8]=1[CH:9]=[O:31])[CH3:2]. The yield is 0.640. (5) The reactants are [CH:1]1([C:4]2[N:8]=[N:7][N:6]([C:9]3[C:14]([Cl:15])=[CH:13][CH:12]=[CH:11][C:10]=3[Cl:16])[C:5]=2[CH2:17][OH:18])[CH2:3][CH2:2]1.[CH3:19][O:20][C:21]([C:23]1[C:31]2[C:26](=[CH:27][C:28]([C:32]3[CH:37]=[CH:36][C:35](O)=[CH:34][C:33]=3[CH3:39])=[CH:29][CH:30]=2)[N:25]([CH:40]([CH3:42])[CH3:41])[N:24]=1)=[O:22].C(P(CCCC)CCCC)CCC. The catalyst is C1(C)C=CC=CC=1. The product is [CH3:19][O:20][C:21]([C:23]1[C:31]2[C:26](=[CH:27][C:28]([C:32]3[CH:37]=[CH:36][C:35]([O:18][CH2:17][C:5]4[N:6]([C:9]5[C:14]([Cl:15])=[CH:13][CH:12]=[CH:11][C:10]=5[Cl:16])[N:7]=[N:8][C:4]=4[CH:1]4[CH2:3][CH2:2]4)=[CH:34][C:33]=3[CH3:39])=[CH:29][CH:30]=2)[N:25]([CH:40]([CH3:42])[CH3:41])[N:24]=1)=[O:22]. The yield is 0.300. (6) The product is [Br:1][C:2]1[CH:11]=[CH:10][C:5]2[S:6][C:7]([F:22])=[C:8]([CH3:9])[C:4]=2[CH:3]=1. The catalyst is C1COCC1. The yield is 0.220. The reactants are [Br:1][C:2]1[CH:11]=[CH:10][C:5]2[S:6][CH:7]=[C:8]([CH3:9])[C:4]=2[CH:3]=1.C1C=CC(S(N(S(C2C=CC=CC=2)(=O)=O)[F:22])(=O)=O)=CC=1.C(NC(C)C)(C)C.C([Li])CCC. (7) The reactants are Br[C:2]1[CH:29]=[CH:28][C:5]([CH2:6][CH:7]2[CH2:12][CH2:11][CH2:10][N:9]([C@H:13]3[CH2:18][CH2:17][C@H:16]([O:19][Si:20]([C:23]([CH3:26])([CH3:25])[CH3:24])([CH3:22])[CH3:21])[CH2:15][CH2:14]3)[C:8]2=[O:27])=[C:4]([Cl:30])[CH:3]=1.[N:31]1[CH:36]=[CH:35][CH:34]=[C:33](B(O)O)[CH:32]=1.C([O-])([O-])=O.[Na+].[Na+].C([O-])(O)=O.[Na+]. The catalyst is C1C=CC([P]([Pd]([P](C2C=CC=CC=2)(C2C=CC=CC=2)C2C=CC=CC=2)([P](C2C=CC=CC=2)(C2C=CC=CC=2)C2C=CC=CC=2)[P](C2C=CC=CC=2)(C2C=CC=CC=2)C2C=CC=CC=2)(C2C=CC=CC=2)C2C=CC=CC=2)=CC=1.COCCOC.O. The product is [C:23]([Si:20]([CH3:21])([CH3:22])[O:19][C@H:16]1[CH2:17][CH2:18][C@H:13]([N:9]2[CH2:10][CH2:11][CH2:12][CH:7]([CH2:6][C:5]3[CH:28]=[CH:29][C:2]([C:33]4[CH:32]=[N:31][CH:36]=[CH:35][CH:34]=4)=[CH:3][C:4]=3[Cl:30])[C:8]2=[O:27])[CH2:14][CH2:15]1)([CH3:24])([CH3:26])[CH3:25]. The yield is 0.800.